Task: Predict the product of the given reaction.. Dataset: Forward reaction prediction with 1.9M reactions from USPTO patents (1976-2016) (1) Given the reactants [CH:1]1([NH:6][C:7]2[N:11]3[N:12]=[CH:13][C:14]([C:15]#[N:16])=[C:10]3[NH:9][C:8]=2[C:17]2[CH:22]=[C:21]([O:23][CH3:24])[C:20]([O:25][CH3:26])=[CH:19][C:18]=2[O:27][CH3:28])[CH2:5][CH2:4][CH2:3][CH2:2]1.CS(C)=[O:31], predict the reaction product. The product is: [NH2:9][C:10]1[N:11](/[C:7](=[N:6]/[CH:1]2[CH2:5][CH2:4][CH2:3][CH2:2]2)/[C:8]([C:17]2[CH:22]=[C:21]([O:23][CH3:24])[C:20]([O:25][CH3:26])=[CH:19][C:18]=2[O:27][CH3:28])=[O:31])[N:12]=[CH:13][C:14]=1[C:15]#[N:16]. (2) Given the reactants [NH:1]1[CH2:6][CH2:5][CH:4]([NH:7][C:8]([C:10]2[NH:11][C:12]3[C:17]([CH:18]=2)=[C:16]([O:19][CH2:20][C:21]2[N:22]=[C:23]([CH3:26])[S:24][CH:25]=2)[CH:15]=[CH:14][CH:13]=3)=[O:9])[CH2:3][CH2:2]1.[C@H:27]1([CH2:37]O)[C@@H:36]2[N:31]([CH2:32][CH2:33][CH2:34][CH2:35]2)[CH2:30][CH2:29][CH2:28]1, predict the reaction product. The product is: [CH:27]1([CH2:37][N:1]2[CH2:6][CH2:5][CH:4]([NH:7][C:8]([C:10]3[NH:11][C:12]4[C:17]([CH:18]=3)=[C:16]([O:19][CH2:20][C:21]3[N:22]=[C:23]([CH3:26])[S:24][CH:25]=3)[CH:15]=[CH:14][CH:13]=4)=[O:9])[CH2:3][CH2:2]2)[CH:36]2[N:31]([CH2:32][CH2:33][CH2:34][CH2:35]2)[CH2:30][CH2:29][CH2:28]1.